From a dataset of Reaction yield outcomes from USPTO patents with 853,638 reactions. Predict the reaction yield, written as a fraction of the theoretical maximum amount of product (1.0 means a 100% yield; for example, 0.34 means a 34% yield). (1) The reactants are C([O:3][C:4](=[O:38])[CH2:5][C:6]1[N:7]=[C:8]([CH2:11][O:12][C:13]2[N:14]=[C:15]([N:25]3[CH2:30][CH2:29][N:28]4[C:31]([C:34]([F:37])([F:36])[F:35])=[N:32][N:33]=[C:27]4[CH2:26]3)[C:16]3[CH:21]=[C:20]([CH2:22][CH2:23][CH3:24])[S:19][C:17]=3[N:18]=2)[O:9][CH:10]=1)C.[OH-].[Na+].Cl. The catalyst is O1CCCC1.CO. The product is [CH2:22]([C:20]1[S:19][C:17]2[N:18]=[C:13]([O:12][CH2:11][C:8]3[O:9][CH:10]=[C:6]([CH2:5][C:4]([OH:38])=[O:3])[N:7]=3)[N:14]=[C:15]([N:25]3[CH2:30][CH2:29][N:28]4[C:31]([C:34]([F:36])([F:37])[F:35])=[N:32][N:33]=[C:27]4[CH2:26]3)[C:16]=2[CH:21]=1)[CH2:23][CH3:24]. The yield is 0.450. (2) The reactants are [CH2:1]1[C:3]([NH2:7])([C:4]([OH:6])=[O:5])[CH2:2]1.[CH:8]1([C:14]([O:16][CH2:17][CH2:18][O:19][C:20](ON2C(=O)CCC2=O)=[O:21])=[O:15])[CH2:13][CH2:12][CH2:11][CH2:10][CH2:9]1. No catalyst specified. The product is [CH:8]1([C:14]([O:16][CH2:17][CH2:18][O:19][C:20]([NH:7][C:3]2([C:4]([OH:6])=[O:5])[CH2:2][CH2:1]2)=[O:21])=[O:15])[CH2:9][CH2:10][CH2:11][CH2:12][CH2:13]1. The yield is 0.160. (3) The reactants are CCCC[N+](CCCC)(CCCC)CCCC.[F-].[F:19][C:20]1[CH:28]=[CH:27][C:26]2[N:25](S(C3C=CC=CC=3)(=O)=O)[C:24]3[CH2:38][CH2:39][N:40]([C:43]4[CH:44]=[N:45][CH:46]=[CH:47][C:48]=4[CH3:49])[C:41](=[O:42])[C:23]=3[C:22]=2[CH:21]=1.CO. The catalyst is C1COCC1.C(Cl)Cl. The product is [F:19][C:20]1[CH:28]=[CH:27][C:26]2[NH:25][C:24]3[CH2:38][CH2:39][N:40]([C:43]4[CH:44]=[N:45][CH:46]=[CH:47][C:48]=4[CH3:49])[C:41](=[O:42])[C:23]=3[C:22]=2[CH:21]=1. The yield is 0.520. (4) The reactants are [CH3:1][C:2]1[N:3]=[C:4]2[N:8]([C:9]=1[C:10]([NH2:12])=O)[CH:7]=[CH:6][S:5]2.N1C=CC=CC=1.FC(F)(F)C(OC(=O)C(F)(F)F)=O.C(=O)(O)[O-].[Na+]. The catalyst is O1CCCC1. The product is [CH3:1][C:2]1[N:3]=[C:4]2[N:8]([C:9]=1[C:10]#[N:12])[CH:7]=[CH:6][S:5]2. The yield is 0.860.